The task is: Regression. Given two drug SMILES strings and cell line genomic features, predict the synergy score measuring deviation from expected non-interaction effect.. This data is from Merck oncology drug combination screen with 23,052 pairs across 39 cell lines. (1) Drug 1: CS(=O)(=O)CCNCc1ccc(-c2ccc3ncnc(Nc4ccc(OCc5cccc(F)c5)c(Cl)c4)c3c2)o1. Drug 2: CCC1(O)C(=O)OCc2c1cc1n(c2=O)Cc2cc3c(CN(C)C)c(O)ccc3nc2-1. Cell line: SKMES1. Synergy scores: synergy=12.2. (2) Drug 1: CC1(c2nc3c(C(N)=O)cccc3[nH]2)CCCN1. Drug 2: NC1CCCCC1N.O=C(O)C(=O)O.[Pt+2]. Cell line: LOVO. Synergy scores: synergy=-22.8. (3) Drug 1: O=S1(=O)NC2(CN1CC(F)(F)F)C1CCC2Cc2cc(C=CCN3CCC(C(F)(F)F)CC3)ccc2C1. Drug 2: COc1cc(C2c3cc4c(cc3C(OC3OC5COC(C)OC5C(O)C3O)C3COC(=O)C23)OCO4)cc(OC)c1O. Cell line: SW837. Synergy scores: synergy=28.3. (4) Drug 1: N#Cc1ccc(Cn2cncc2CN2CCN(c3cccc(Cl)c3)C(=O)C2)cc1. Drug 2: O=C(O)C1(Cc2cccc(Nc3nccs3)n2)CCC(Oc2cccc(Cl)c2F)CC1. Cell line: ES2. Synergy scores: synergy=7.62. (5) Synergy scores: synergy=-1.49. Drug 1: CCC1=CC2CN(C1)Cc1c([nH]c3ccccc13)C(C(=O)OC)(c1cc3c(cc1OC)N(C)C1C(O)(C(=O)OC)C(OC(C)=O)C4(CC)C=CCN5CCC31C54)C2. Drug 2: NC(=O)c1cccc2cn(-c3ccc(C4CCCNC4)cc3)nc12. Cell line: SKMEL30.